Task: Predict the reaction yield, written as a fraction of the theoretical maximum amount of product (1.0 means a 100% yield; for example, 0.34 means a 34% yield).. Dataset: Reaction yield outcomes from USPTO patents with 853,638 reactions (1) The reactants are Cl.[NH2:2][C:3]1([CH3:8])[CH2:7][CH2:6][CH2:5][CH2:4]1.[CH3:9][S:10](Cl)(=[O:12])=[O:11]. No catalyst specified. The product is [CH3:8][C:3]1([NH:2][S:10]([CH3:9])(=[O:12])=[O:11])[CH2:7][CH2:6][CH2:5][CH2:4]1. The yield is 0.460. (2) The reactants are [Cl:1][C:2]1[C:7](Cl)=[N:6][CH:5]=[CH:4][N:3]=1.[NH2:9][NH2:10]. The product is [Cl:1][C:2]1[C:7]([NH:9][NH2:10])=[N:6][CH:5]=[CH:4][N:3]=1. The yield is 0.730. The catalyst is C(O)C. (3) The product is [C:14]([O:13][C:12]([NH:11][CH2:10][C:6]1[CH:5]=[C:4]2[C:9](=[CH:8][CH:7]=1)[NH:1][CH:2]=[C:3]2[C:19](=[O:23])[C:20]([O:27][CH3:26])=[O:21])=[O:18])([CH3:15])([CH3:17])[CH3:16]. No catalyst specified. The yield is 0.360. The reactants are [NH:1]1[C:9]2[C:4](=[CH:5][C:6]([CH2:10][NH:11][C:12](=[O:18])[O:13][C:14]([CH3:17])([CH3:16])[CH3:15])=[CH:7][CH:8]=2)[CH:3]=[CH:2]1.[C:19](Cl)(=[O:23])[C:20](Cl)=[O:21].C[CH2:26][O:27]CC. (4) The reactants are C([O:3][C:4]([C:6]1([NH:15][C:16]([C:18]2[C:19]([C:24]3[CH:29]=[CH:28][CH:27]=[CH:26][CH:25]=3)=[CH:20][CH:21]=[CH:22][CH:23]=2)=[O:17])[CH2:14][C:13]2[C:8](=[CH:9][CH:10]=[CH:11][CH:12]=2)[CH2:7]1)=[O:5])C.[OH-].[K+].O. The catalyst is CCO. The product is [C:19]1([C:24]2[CH:29]=[CH:28][CH:27]=[CH:26][CH:25]=2)[C:18]([C:16]([NH:15][C:6]2([C:4]([OH:5])=[O:3])[CH2:7][C:8]3[C:13](=[CH:12][CH:11]=[CH:10][CH:9]=3)[CH2:14]2)=[O:17])=[CH:23][CH:22]=[CH:21][CH:20]=1. The yield is 0.930.